Dataset: Forward reaction prediction with 1.9M reactions from USPTO patents (1976-2016). Task: Predict the product of the given reaction. (1) Given the reactants [Li]C(CC)C.Br[C:7]1[CH:12]=[CH:11][C:10]([F:13])=[CH:9][N:8]=1.CN(C)[C:16](=[O:18])[CH3:17], predict the reaction product. The product is: [F:13][C:10]1[CH:11]=[CH:12][C:7]([C:16](=[O:18])[CH3:17])=[N:8][CH:9]=1. (2) Given the reactants [BH4-].[Na+].[Cl-].[Ca+2].[Cl-].[C:6]([C:8]1[CH:13]=[CH:12][CH:11]=[CH:10][C:9]=1[C:14]1[CH:19]=[CH:18][C:17]([CH2:20][C:21]2[C:26](=[O:27])[N:25]([C:28]3[CH:45]=[CH:44][C:31]([O:32][CH:33]4[CH2:38][CH2:37][CH:36]([C:39](OCC)=[O:40])[CH2:35][CH2:34]4)=[CH:30][CH:29]=3)[C:24]([CH2:46][CH3:47])=[N:23][C:22]=2[CH2:48][CH2:49][CH3:50])=[CH:16][CH:15]=1)#[N:7], predict the reaction product. The product is: [CH2:46]([C:24]1[N:25]([C:28]2[CH:45]=[CH:44][C:31]([O:32][CH:33]3[CH2:34][CH2:35][CH:36]([CH2:39][OH:40])[CH2:37][CH2:38]3)=[CH:30][CH:29]=2)[C:26](=[O:27])[C:21]([CH2:20][C:17]2[CH:16]=[CH:15][C:14]([C:9]3[C:8]([C:6]#[N:7])=[CH:13][CH:12]=[CH:11][CH:10]=3)=[CH:19][CH:18]=2)=[C:22]([CH2:48][CH2:49][CH3:50])[N:23]=1)[CH3:47]. (3) Given the reactants Br[C:2]1[CH:11]=[CH:10][C:9]2[N:8]=[CH:7][C:6]3[N:12]([CH3:23])[C:13](=[O:22])[N:14]([C:15]4[C:16]([CH3:21])=[N:17][N:18]([CH3:20])[CH:19]=4)[C:5]=3[C:4]=2[CH:3]=1.[CH2:24]([NH:26][C:27]1[C:32]([CH2:33][O:34][CH3:35])=[CH:31][C:30](B2OC(C)(C)C(C)(C)O2)=[CH:29][N:28]=1)[CH3:25], predict the reaction product. The product is: [CH3:20][N:18]1[CH:19]=[C:15]([N:14]2[C:5]3[C:4]4[CH:3]=[C:2]([C:30]5[CH:29]=[N:28][C:27]([NH:26][CH2:24][CH3:25])=[C:32]([CH2:33][O:34][CH3:35])[CH:31]=5)[CH:11]=[CH:10][C:9]=4[N:8]=[CH:7][C:6]=3[N:12]([CH3:23])[C:13]2=[O:22])[C:16]([CH3:21])=[N:17]1.